From a dataset of Reaction yield outcomes from USPTO patents with 853,638 reactions. Predict the reaction yield, written as a fraction of the theoretical maximum amount of product (1.0 means a 100% yield; for example, 0.34 means a 34% yield). (1) The reactants are [SH:1][C:2]1[S:3][C:4]2[CH:10]=[CH:9][C:8]([C:11]([F:14])([F:13])[F:12])=[CH:7][C:5]=2[N:6]=1.[H-].[Na+].[Cl:17][C:18]1[CH:23]=[C:22]([N+:24]([O-:26])=[O:25])[CH:21]=[C:20]([Cl:27])[C:19]=1Cl.O. The catalyst is CN(C=O)C. The product is [Cl:17][C:18]1[CH:23]=[C:22]([N+:24]([O-:26])=[O:25])[CH:21]=[C:20]([Cl:27])[C:19]=1[S:1][C:2]1[S:3][C:4]2[CH:10]=[CH:9][C:8]([C:11]([F:14])([F:13])[F:12])=[CH:7][C:5]=2[N:6]=1. The yield is 0.990. (2) The reactants are [Br:1][C:2]1[CH:3]=[C:4]([CH:8]=[C:9]([Br:23])[C:10]=1[O:11][C:12]1[CH:17]=[CH:16][C:15]([O:18]C)=[C:14]([CH:20]([CH3:22])[CH3:21])[CH:13]=1)[C:5](O)=[O:6].[S:24]([NH2:28])([NH2:27])(=[O:26])=[O:25]. No catalyst specified. The product is [Br:1][C:2]1[CH:3]=[C:4]([CH:8]=[C:9]([Br:23])[C:10]=1[O:11][C:12]1[CH:17]=[CH:16][C:15]([OH:18])=[C:14]([CH:20]([CH3:22])[CH3:21])[CH:13]=1)[C:5]([NH:27][S:24]([NH2:28])(=[O:26])=[O:25])=[O:6]. The yield is 0.730.